Regression/Classification. Given a drug SMILES string, predict its absorption, distribution, metabolism, or excretion properties. Task type varies by dataset: regression for continuous measurements (e.g., permeability, clearance, half-life) or binary classification for categorical outcomes (e.g., BBB penetration, CYP inhibition). For this dataset (ppbr_az), we predict Y. From a dataset of Plasma protein binding rate (PPBR) regression data from AstraZeneca. (1) The compound is CC(C)n1c(/C=C/C(O)CC(O)CC(=O)O)c(-c2ccc(F)cc2)c2ccccc21. The Y is 99.5 %. (2) The drug is Cc1cn([C@H]2CCCN(Cc3ccc(C(=O)O)c(Oc4cccc(C(F)(F)F)c4)c3)C2)c(=O)[nH]c1=O. The Y is 97.1 %.